Dataset: Retrosynthesis with 50K atom-mapped reactions and 10 reaction types from USPTO. Task: Predict the reactants needed to synthesize the given product. Given the product CC(C)N1CCC(C2c3ccccc3C=Cc3ccccc32)CC1, predict the reactants needed to synthesize it. The reactants are: C1=Cc2ccccc2C(C2CCNCC2)c2ccccc21.CC(C)=O.